Dataset: NCI-60 drug combinations with 297,098 pairs across 59 cell lines. Task: Regression. Given two drug SMILES strings and cell line genomic features, predict the synergy score measuring deviation from expected non-interaction effect. (1) Drug 2: C(CCl)NC(=O)N(CCCl)N=O. Drug 1: C1=NC2=C(N=C(N=C2N1C3C(C(C(O3)CO)O)O)F)N. Cell line: T-47D. Synergy scores: CSS=5.92, Synergy_ZIP=4.88, Synergy_Bliss=4.22, Synergy_Loewe=4.60, Synergy_HSA=4.60. (2) Drug 1: C1=CC(=CC=C1C#N)C(C2=CC=C(C=C2)C#N)N3C=NC=N3. Drug 2: CC1CCCC2(C(O2)CC(NC(=O)CC(C(C(=O)C(C1O)C)(C)C)O)C(=CC3=CSC(=N3)C)C)C. Cell line: NCI-H322M. Synergy scores: CSS=32.2, Synergy_ZIP=2.57, Synergy_Bliss=1.69, Synergy_Loewe=-20.8, Synergy_HSA=-0.384. (3) Drug 1: C1C(C(OC1N2C=NC3=C(N=C(N=C32)Cl)N)CO)O. Drug 2: C1CC(=O)NC(=O)C1N2C(=O)C3=CC=CC=C3C2=O. Cell line: A498. Synergy scores: CSS=13.3, Synergy_ZIP=-1.82, Synergy_Bliss=1.56, Synergy_Loewe=-12.3, Synergy_HSA=-1.67. (4) Cell line: HL-60(TB). Drug 2: COCCOC1=C(C=C2C(=C1)C(=NC=N2)NC3=CC=CC(=C3)C#C)OCCOC.Cl. Drug 1: COC1=NC(=NC2=C1N=CN2C3C(C(C(O3)CO)O)O)N. Synergy scores: CSS=17.9, Synergy_ZIP=9.78, Synergy_Bliss=14.2, Synergy_Loewe=12.6, Synergy_HSA=12.8. (5) Drug 1: CC=C1C(=O)NC(C(=O)OC2CC(=O)NC(C(=O)NC(CSSCCC=C2)C(=O)N1)C(C)C)C(C)C. Drug 2: CN(CC1=CN=C2C(=N1)C(=NC(=N2)N)N)C3=CC=C(C=C3)C(=O)NC(CCC(=O)O)C(=O)O. Cell line: MDA-MB-231. Synergy scores: CSS=10.2, Synergy_ZIP=-3.25, Synergy_Bliss=-3.30, Synergy_Loewe=-12.9, Synergy_HSA=-2.15. (6) Drug 1: CC1=C(C=C(C=C1)NC2=NC=CC(=N2)N(C)C3=CC4=NN(C(=C4C=C3)C)C)S(=O)(=O)N.Cl. Drug 2: C1=NC2=C(N1)C(=S)N=C(N2)N. Cell line: SNB-19. Synergy scores: CSS=1.11, Synergy_ZIP=-1.09, Synergy_Bliss=-1.59, Synergy_Loewe=-6.37, Synergy_HSA=-3.26. (7) Drug 1: CC1=C(C(CCC1)(C)C)C=CC(=CC=CC(=CC(=O)O)C)C. Drug 2: C1CC(=O)NC(=O)C1N2C(=O)C3=CC=CC=C3C2=O. Cell line: PC-3. Synergy scores: CSS=1.54, Synergy_ZIP=1.02, Synergy_Bliss=1.98, Synergy_Loewe=0.336, Synergy_HSA=-0.237. (8) Drug 1: C1=CC(=CC=C1CCCC(=O)O)N(CCCl)CCCl. Drug 2: CC(C)(C#N)C1=CC(=CC(=C1)CN2C=NC=N2)C(C)(C)C#N. Cell line: OVCAR3. Synergy scores: CSS=1.15, Synergy_ZIP=-8.34, Synergy_Bliss=-10.9, Synergy_Loewe=-11.0, Synergy_HSA=-10.9. (9) Drug 1: C1=NC2=C(N1)C(=S)N=C(N2)N. Drug 2: C(CCl)NC(=O)N(CCCl)N=O. Cell line: OVCAR-4. Synergy scores: CSS=27.5, Synergy_ZIP=3.29, Synergy_Bliss=4.08, Synergy_Loewe=-7.20, Synergy_HSA=2.22.